Dataset: Full USPTO retrosynthesis dataset with 1.9M reactions from patents (1976-2016). Task: Predict the reactants needed to synthesize the given product. (1) Given the product [Cl:4][C:5]1[C:6]([C:1]#[N:2])=[N:7][CH:8]=[C:9]([N+:11]([O-:13])=[O:12])[CH:10]=1, predict the reactants needed to synthesize it. The reactants are: [C:1]([Cu])#[N:2].[Cl:4][C:5]1[C:6](I)=[N:7][CH:8]=[C:9]([N+:11]([O-:13])=[O:12])[CH:10]=1. (2) Given the product [Cl:3][C:4]1[CH:5]=[CH:6][C:7]2[N:8]([C:10]([I:1])=[C:11]([C:13]3[CH:17]=[CH:16][S:15][CH:14]=3)[N:12]=2)[N:9]=1, predict the reactants needed to synthesize it. The reactants are: [I:1]Cl.[Cl:3][C:4]1[CH:5]=[CH:6][C:7]2[N:8]([CH:10]=[C:11]([C:13]3[CH:17]=[CH:16][S:15][CH:14]=3)[N:12]=2)[N:9]=1.C(=O)(O)[O-].[Na+].S([O-])([O-])(=O)=S.[Na+].[Na+]. (3) Given the product [F:13][C:14]1[CH:19]=[C:18]([CH2:20][C:24]([C:25]2[CH:30]=[CH:29][CH:28]=[C:27]([C:31]([F:32])([F:33])[F:34])[CH:26]=2)=[O:35])[CH:17]=[CH:16][N:15]=1, predict the reactants needed to synthesize it. The reactants are: C(NC(C)C)(C)C.C([Li])CCC.[F:13][C:14]1[CH:19]=[C:18]([CH3:20])[CH:17]=[CH:16][N:15]=1.CON(C)[C:24](=[O:35])[C:25]1[CH:30]=[CH:29][CH:28]=[C:27]([C:31]([F:34])([F:33])[F:32])[CH:26]=1. (4) Given the product [CH3:3][CH:2]([N:4]1[CH2:9][CH2:8][N:7]([CH2:10][CH2:11][C:12]([N:14]2[C:22]3[C:17](=[CH:18][C:19]([O:26][CH3:27])=[C:20]([NH2:23])[CH:21]=3)[CH2:16][CH2:15]2)=[O:13])[CH2:6][CH2:5]1)[CH3:1], predict the reactants needed to synthesize it. The reactants are: [CH3:1][CH:2]([N:4]1[CH2:9][CH2:8][N:7]([CH2:10][CH2:11][C:12]([N:14]2[C:22]3[C:17](=[CH:18][C:19]([O:26][CH3:27])=[C:20]([N+:23]([O-])=O)[CH:21]=3)[CH2:16][CH2:15]2)=[O:13])[CH2:6][CH2:5]1)[CH3:3].O.O.[Sn](Cl)Cl.Cl. (5) Given the product [CH3:14][C:15]1[CH:16]=[C:17]([C:18](=[O:20])[CH2:7][C:6]#[N:8])[CH:22]=[CH:23][N:24]=1, predict the reactants needed to synthesize it. The reactants are: C1COCC1.[C:6](#[N:8])[CH3:7].C([Li])CCC.[CH3:14][C:15]1[CH:16]=[C:17]([CH:22]=[CH:23][N:24]=1)[C:18]([O:20]C)=O. (6) Given the product [CH3:43][NH:39][C:34](=[O:35])[CH2:33][CH:30]1[S:29][C:28]([C:16]2[NH:17][C:18]3[C:14]([CH:15]=2)=[CH:13][C:12]([O:11][C:8]2[CH:9]=[N:10][C:5]([S:2]([CH3:1])(=[O:3])=[O:4])=[CH:6][CH:7]=2)=[CH:20][C:19]=3[O:21][CH:22]2[CH2:27][CH2:26][O:25][CH2:24][CH2:23]2)=[N:32][CH2:31]1, predict the reactants needed to synthesize it. The reactants are: [CH3:1][S:2]([C:5]1[N:10]=[CH:9][C:8]([O:11][C:12]2[CH:13]=[C:14]3[C:18](=[C:19]([O:21][CH:22]4[CH2:27][CH2:26][O:25][CH2:24][CH2:23]4)[CH:20]=2)[NH:17][C:16]([C:28]2[S:29][CH:30]([CH2:33][C:34](O)=[O:35])[CH2:31][N:32]=2)=[CH:15]3)=[CH:7][CH:6]=1)(=[O:4])=[O:3].O.O[N:39]1[C:43]2C=CC=CC=2N=N1.Cl.C(N=C=NCCCN(C)C)C.Cl.CN. (7) Given the product [O:20]([CH2:19][CH:18]([OH:16])[CH2:21][CH2:22][CH2:23][CH2:24][CH2:25][CH3:26])[OH:7], predict the reactants needed to synthesize it. The reactants are: OO.C([OH:7])(C)(C)C.C=CCCCCCC.[O:16]([CH:18]([CH2:21][CH2:22][CH2:23][CH2:24][CH2:25][CH3:26])[CH2:19][OH:20])O. (8) Given the product [OH:29][CH2:25][CH2:26][C:27]#[C:28][C:12]1[CH:13]=[CH:14][C:9]([CH2:8][N:6]2[CH:7]=[C:2]([CH3:1])[C:3](=[O:17])[NH:4][C:5]2=[O:16])=[CH:10][CH:11]=1, predict the reactants needed to synthesize it. The reactants are: [CH3:1][C:2]1[C:3](=[O:17])[NH:4][C:5](=[O:16])[N:6]([CH2:8][C:9]2[CH:14]=[CH:13][C:12](Br)=[CH:11][CH:10]=2)[CH:7]=1.CCN(CC)CC.[CH2:25]([OH:29])[CH2:26][C:27]#[CH:28]. (9) Given the product [Br:1][C:2]1[CH:11]=[C:10]2[C:5]([C:6]([NH:12][C:13]3[CH:26]=[CH:25][C:24]([F:27])=[CH:23][C:14]=3[O:15][C@H:16]([CH3:22])[C:17]([OH:19])=[O:18])=[N:7][CH:8]=[N:9]2)=[C:4]([F:28])[CH:3]=1, predict the reactants needed to synthesize it. The reactants are: [Br:1][C:2]1[CH:11]=[C:10]2[C:5]([C:6]([NH:12][C:13]3[CH:26]=[CH:25][C:24]([F:27])=[CH:23][C:14]=3[O:15][C@H:16]([CH3:22])[C:17]([O:19]CC)=[O:18])=[N:7][CH:8]=[N:9]2)=[C:4]([F:28])[CH:3]=1.[OH-].[Na+].